From a dataset of Catalyst prediction with 721,799 reactions and 888 catalyst types from USPTO. Predict which catalyst facilitates the given reaction. (1) Reactant: CC(C)(C(=O)[N:6]1[CH:11]2[CH2:12][CH2:13][CH:7]1[CH2:8][N:9]([C:14]1[C:15]3[CH:22]=[CH:21][NH:20][C:16]=3[N:17]=[CH:18][N:19]=1)[CH2:10]2)C#N.C(N(CC)CC)C.[C:32]([CH2:34][CH2:35][N:36]([CH3:41])[S:37](Cl)(=[O:39])=[O:38])#[N:33]. Product: [C:32]([CH2:34][CH2:35][N:36]([CH3:41])[S:37]([N:6]1[CH2:7][CH2:8][N:9]([C:14]2[C:15]3[CH:22]=[CH:21][NH:20][C:16]=3[N:17]=[CH:18][N:19]=2)[CH2:10][C:11]21[CH2:12][CH2:13]2)(=[O:39])=[O:38])#[N:33]. The catalyst class is: 1. (2) Reactant: [CH2:1]([O:8][C@@H:9]1[C@@H:14]([O:15][CH2:16][C:17]2[CH:22]=[CH:21][CH:20]=[CH:19][CH:18]=2)[C@H:13]([O:23][CH2:24][C:25]2[CH:30]=[CH:29][CH:28]=[CH:27][CH:26]=2)[C@@H:12]([CH2:31][O:32][CH2:33][C:34]2[CH:39]=[CH:38][CH:37]=[CH:36][CH:35]=2)[O:11][C@H:10]1[C:40]1[C:48]2[C:43](=[C:44]([CH3:49])[CH:45]=[CH:46][CH:47]=2)[N:42]([CH2:50][C:51]2[CH:56]=[CH:55][C:54]([C:57]([OH:59])=[O:58])=[CH:53][CH:52]=2)[CH:41]=1)[C:2]1[CH:7]=[CH:6][CH:5]=[CH:4][CH:3]=1.Br[CH2:61][CH2:62][O:63][CH2:64][C:65]1[CH:70]=[CH:69][CH:68]=[CH:67][CH:66]=1.C(=O)([O-])[O-].[Cs+].[Cs+].[I-].[Na+].Cl. Product: [CH2:1]([O:8][C@@H:9]1[C@@H:14]([O:15][CH2:16][C:17]2[CH:22]=[CH:21][CH:20]=[CH:19][CH:18]=2)[C@H:13]([O:23][CH2:24][C:25]2[CH:30]=[CH:29][CH:28]=[CH:27][CH:26]=2)[C@@H:12]([CH2:31][O:32][CH2:33][C:34]2[CH:39]=[CH:38][CH:37]=[CH:36][CH:35]=2)[O:11][C@H:10]1[C:40]1[C:48]2[C:43](=[C:44]([CH3:49])[CH:45]=[CH:46][CH:47]=2)[N:42]([CH2:50][C:51]2[CH:56]=[CH:55][C:54]([C:57]([O:59][CH2:61][CH2:62][O:63][CH2:64][C:65]3[CH:70]=[CH:69][CH:68]=[CH:67][CH:66]=3)=[O:58])=[CH:53][CH:52]=2)[CH:41]=1)[C:2]1[CH:3]=[CH:4][CH:5]=[CH:6][CH:7]=1. The catalyst class is: 9. (3) Reactant: [CH2:1]([O:3][CH:4]([C:11]1[CH:16]=[CH:15][C:14]([OH:17])=[CH:13][CH:12]=1)[CH2:5][C:6]([O:8][CH2:9][CH3:10])=[O:7])[CH3:2].[N:18]1([C:23]2[CH:24]=[C:25]([CH2:29]O)[CH:26]=[CH:27][CH:28]=2)[CH:22]=[CH:21][CH:20]=[CH:19]1.C1(P(C2C=CC=CC=2)C2C=CC=CC=2)C=CC=CC=1.C1(C)C=CC=CC=1.N(C(OCC)=O)=NC(OCC)=O. Product: [CH2:1]([O:3][CH:4]([C:11]1[CH:12]=[CH:13][C:14]([O:17][CH2:29][C:25]2[CH:26]=[CH:27][CH:28]=[C:23]([N:18]3[CH:22]=[CH:21][CH:20]=[CH:19]3)[CH:24]=2)=[CH:15][CH:16]=1)[CH2:5][C:6]([O:8][CH2:9][CH3:10])=[O:7])[CH3:2]. The catalyst class is: 7. (4) Reactant: N(C(OC(C)C)=O)=NC(OC(C)C)=O.[CH3:15][O:16][C:17]([C:19]1[S:20][C:21]([CH2:24][CH2:25][CH2:26][C@H:27]2[CH2:31][CH2:30][CH:29]=[C:28]2[C:32]2[CH:37]=[CH:36][C:35]([C@@H:38]([OH:44])[CH2:39][CH2:40][CH2:41][CH2:42][CH3:43])=[CH:34][CH:33]=2)=[CH:22][CH:23]=1)=[O:18].C1C=CC(P(C2C=CC=CC=2)C2C=CC=CC=2)=CC=1.[N+:64]([C:67]1[CH:75]=[CH:74][C:70]([C:71](O)=[O:72])=[CH:69][CH:68]=1)([O-:66])=[O:65].C([O-])(O)=O.[Na+]. Product: [CH3:15][O:16][C:17]([C:19]1[S:20][C:21]([CH2:24][CH2:25][CH2:26][C@H:27]2[CH2:31][CH2:30][CH:29]=[C:28]2[C:32]2[CH:33]=[CH:34][C:35]([C@H:38]([O:44][C:71](=[O:72])[C:70]3[CH:69]=[CH:68][C:67]([N+:64]([O-:66])=[O:65])=[CH:75][CH:74]=3)[CH2:39][CH2:40][CH2:41][CH2:42][CH3:43])=[CH:36][CH:37]=2)=[CH:22][CH:23]=1)=[O:18]. The catalyst class is: 1.